Dataset: Full USPTO retrosynthesis dataset with 1.9M reactions from patents (1976-2016). Task: Predict the reactants needed to synthesize the given product. (1) Given the product [NH:12]1[C:13]2[C:18](=[CH:17][CH:16]=[CH:15][CH:14]=2)[C:10]([C:8](=[O:9])[CH:32]([NH:31][C:30]2[CH:40]=[CH:41][CH:42]=[C:28]([O:27][CH3:26])[CH:29]=2)[C:33]2[CH:34]=[N:35][CH:36]=[C:37]([CH3:39])[CH:38]=2)=[CH:11]1, predict the reactants needed to synthesize it. The reactants are: C(N(CC)CC)C.[CH:8]([C:10]1[C:18]2[C:13](=[CH:14][CH:15]=[CH:16][CH:17]=2)[N:12](C(OC(C)(C)C)=O)[CH:11]=1)=[O:9].[CH3:26][O:27][C:28]1[CH:29]=[C:30]([CH:40]=[CH:41][CH:42]=1)[N:31]=[CH:32][C:33]1[CH:34]=[N:35][CH:36]=[C:37]([CH3:39])[CH:38]=1. (2) Given the product [Cl:12][C:10]1[C:9]2[C:4](=[CH:5][C:6]([O:13][CH3:14])=[CH:7][CH:8]=2)[N:3]=[C:2]([N:15]2[CH2:20][CH2:19][O:18][CH2:17][CH2:16]2)[CH:11]=1, predict the reactants needed to synthesize it. The reactants are: Cl[C:2]1[CH:11]=[C:10]([Cl:12])[C:9]2[C:4](=[CH:5][C:6]([O:13][CH3:14])=[CH:7][CH:8]=2)[N:3]=1.[NH:15]1[CH2:20][CH2:19][O:18][CH2:17][CH2:16]1.CCN(C(C)C)C(C)C.